This data is from HIV replication inhibition screening data with 41,000+ compounds from the AIDS Antiviral Screen. The task is: Binary Classification. Given a drug SMILES string, predict its activity (active/inactive) in a high-throughput screening assay against a specified biological target. (1) The drug is c1ccc(COc2nc3cc(C45CC6CC(CC(C6)C4)C5)ccc3[nH]2)cc1. The result is 0 (inactive). (2) The compound is O=C(Sc1c(-c2ccccc2)c(=O)n(-c2ccccc2)c(=S)n1-c1ccccc1)c1cccs1. The result is 0 (inactive). (3) The molecule is CCc1cccc(C)c1NC(=S)NC(=O)c1ccccc1C(=O)NC(=S)Nc1c(C)cccc1CC. The result is 0 (inactive). (4) The drug is N=C(N)c1ccc(N=Nc2ccc(N)cc2N)cc1. The result is 0 (inactive). (5) The compound is O=C(CCc1cccc(O)c1)NCCc1cccc(O)c1. The result is 0 (inactive).